From a dataset of Reaction yield outcomes from USPTO patents with 853,638 reactions. Predict the reaction yield, written as a fraction of the theoretical maximum amount of product (1.0 means a 100% yield; for example, 0.34 means a 34% yield). (1) The catalyst is O.O1CCOCC1.CCOC(C)=O.C1C=CC(P(C2C=CC=CC=2)[C-]2C=CC=C2)=CC=1.C1C=CC(P(C2C=CC=CC=2)[C-]2C=CC=C2)=CC=1.Cl[Pd]Cl.[Fe+2]. The product is [CH:12]([C:2]1[CH:11]=[CH:10][C:9]2[C:4](=[CH:5][CH:6]=[CH:7][CH:8]=2)[N:3]=1)=[CH2:13]. The yield is 0.600. The reactants are Br[C:2]1[CH:11]=[CH:10][C:9]2[C:4](=[CH:5][CH:6]=[CH:7][CH:8]=2)[N:3]=1.[CH:12](B(O)O)=[CH2:13].C([O-])([O-])=O.[K+].[K+]. (2) The reactants are [F:1][C:2]1[CH:3]=[C:4]([CH2:9][C:10]([NH:12][C@H:13]([C:15]([NH:17][C@@H:18]2[C:24](=[O:25])[N:23]([CH2:26][C:27](O)=[O:28])[C:22]3[CH:30]=[CH:31][CH:32]=[CH:33][C:21]=3[O:20][C@@H:19]2[C:34]2[CH:39]=[CH:38][CH:37]=[CH:36][CH:35]=2)=[O:16])[CH3:14])=[O:11])[CH:5]=[C:6]([F:8])[CH:7]=1.[CH:41]1[CH:41]=[CH:42][C:43]2[N:48](O)N=[N:48][C:43]=2[CH:42]=1.CN1CCOCC1.N1CCC1.CCN=C=NCCCN(C)C.Cl. The catalyst is C(Cl)Cl.CCOC(C)=O. The product is [N:48]1([C:27](=[O:28])[CH2:26][N:23]2[C:22]3[CH:30]=[CH:31][CH:32]=[CH:33][C:21]=3[O:20][C@H:19]([C:34]3[CH:39]=[CH:38][CH:37]=[CH:36][CH:35]=3)[C@H:18]([NH:17][C:15](=[O:16])[C@H:13]([CH3:14])[NH:12][C:10](=[O:11])[CH2:9][C:4]3[CH:3]=[C:2]([F:1])[CH:7]=[C:6]([F:8])[CH:5]=3)[C:24]2=[O:25])[CH2:43][CH2:42][CH2:41]1. The yield is 0.810. (3) The reactants are [Cl:1][C:2]1[CH:9]=[CH:8][C:5]([CH:6]=O)=[CH:4][C:3]=1[N+:10]([O-:12])=[O:11].[NH2:13][C:14]1[CH:19]=[CH:18][CH:17]=[CH:16][CH:15]=1.C(O)(=O)C.C([BH3-])#N.[Na+]. The catalyst is C(O)C. The product is [Cl:1][C:2]1[CH:9]=[CH:8][C:5]([CH2:6][NH:13][C:14]2[CH:19]=[CH:18][CH:17]=[CH:16][CH:15]=2)=[CH:4][C:3]=1[N+:10]([O-:12])=[O:11]. The yield is 0.850. (4) The reactants are [CH3:1][O:2][C:3]1[C:8]2[N:9]=[C:10]([NH2:12])[S:11][C:7]=2[C:6]([CH:13]2[CH2:18][CH2:17][O:16][CH2:15][CH2:14]2)=[CH:5][CH:4]=1.Cl[C:20]([O:22][C:23]1[CH:28]=[CH:27][CH:26]=[CH:25][CH:24]=1)=[O:21].C([O:36]C(=O)NC1SC2C(C3C=CC=CC=3)=CC=C(OC)C=2N=1)C1C=CC=CC=1.C(N(C(C)C)C(C)C)C.[C@H]1(O)CC[C@H](O)CC1. The catalyst is CS(C)=O.ClCCl. The product is [OH:36][C@H:26]1[CH2:27][CH2:28][C@H:23]([O:22][C:20](=[O:21])[NH:12][C:10]2[S:11][C:7]3[C:6]([CH:13]4[CH2:18][CH2:17][O:16][CH2:15][CH2:14]4)=[CH:5][CH:4]=[C:3]([O:2][CH3:1])[C:8]=3[N:9]=2)[CH2:24][CH2:25]1. The yield is 0.0700.